This data is from Reaction yield outcomes from USPTO patents with 853,638 reactions. The task is: Predict the reaction yield, written as a fraction of the theoretical maximum amount of product (1.0 means a 100% yield; for example, 0.34 means a 34% yield). The reactants are Cl.C(N=C=NCCCN(C)C)C.[CH3:13][C@H:14]([C:27]([OH:29])=[O:28])[C:15]1[CH:16]=[CH:17][C:18]2[CH:19]=[C:20]([O:25][CH3:26])[CH:21]=[CH:22][C:23]=2[CH:24]=1.O[CH2:31][CH2:32][N:33]1[CH:37]=[CH:36][N:35]=[CH:34]1.O1[CH2:42][CH2:41][CH2:40][CH2:39]1. The catalyst is CN(C)C1C=CN=CC=1. The product is [CH3:26][O:25][C:20]1[CH:19]=[C:18]2[C:23](=[CH:22][CH:21]=1)[CH:24]=[C:15]([CH:14]([CH3:13])[C:27]([O:29][CH2:31][CH2:32][N:33]1[C:37]3[CH:39]=[CH:40][CH:41]=[CH:42][C:36]=3[N:35]=[CH:34]1)=[O:28])[CH:16]=[CH:17]2. The yield is 0.840.